From a dataset of Forward reaction prediction with 1.9M reactions from USPTO patents (1976-2016). Predict the product of the given reaction. (1) Given the reactants [CH3:1][O:2][C:3]1[CH:4]=[C:5]([NH:11][S:12]([C:15]2[CH:20]=[CH:19][C:18](/[CH:21]=[CH:22]/[CH2:23][CH2:24][NH:25][C:26](=[O:37])[CH2:27][O:28][CH2:29][C:30]3[CH:35]=[CH:34][C:33]([F:36])=[CH:32][CH:31]=3)=[CH:17][CH:16]=2)(=[O:14])=[O:13])[CH:6]=[CH:7][C:8]=1[O:9][CH3:10], predict the reaction product. The product is: [CH3:1][O:2][C:3]1[CH:4]=[C:5]([NH:11][S:12]([C:15]2[CH:16]=[CH:17][C:18]([CH2:21][CH2:22][CH2:23][CH2:24][NH:25][C:26](=[O:37])[CH2:27][O:28][CH2:29][C:30]3[CH:31]=[CH:32][C:33]([F:36])=[CH:34][CH:35]=3)=[CH:19][CH:20]=2)(=[O:14])=[O:13])[CH:6]=[CH:7][C:8]=1[O:9][CH3:10]. (2) Given the reactants [ClH:1].[OH:2][CH:3]([CH2:17][O:18][C:19]1[C:28]2[C:23](=[CH:24][CH:25]=[CH:26][CH:27]=2)[CH:22]=[CH:21][CH:20]=1)[CH2:4][NH:5][C:6]([CH3:16])([CH3:15])[CH2:7][C:8]1[CH:13]=[CH:12][C:11](F)=[CH:10][CH:9]=1.Cl.[OH:30][CH:31](COC1C=CC=CC=1)CNC(C)(C)CC1C=CC(OC)=CC=1.Cl, predict the reaction product. The product is: [ClH:1].[OH:2][CH:3]([CH2:17][O:18][C:19]1[CH:28]=[CH:27][C:26]2[C:21](=[CH:22][CH:23]=[CH:24][CH:25]=2)[CH:20]=1)[CH2:4][NH:5][C:6]([CH3:15])([CH3:16])[CH2:7][C:8]1[CH:9]=[CH:10][C:11]([O:30][CH3:31])=[CH:12][CH:13]=1. (3) Given the reactants [Cl:1][C:2]1[C:3]([NH:18][C:19]2[CH:27]=[C:26]([F:28])[CH:25]=[CH:24][C:20]=2[C:21](O)=[O:22])=[CH:4][C:5]([NH:8][C:9]2[N:13]([CH:14]([CH3:16])[CH3:15])[N:12]=[C:11]([CH3:17])[CH:10]=2)=[N:6][CH:7]=1.C1C=CC2[N:37]([OH:38])N=NC=2C=1.[CH2:39](Cl)CCl.CCN(C(C)C)C(C)C, predict the reaction product. The product is: [Cl:1][C:2]1[C:3]([NH:18][C:19]2[CH:27]=[C:26]([F:28])[CH:25]=[CH:24][C:20]=2[C:21]([NH:37][O:38][CH3:39])=[O:22])=[CH:4][C:5]([NH:8][C:9]2[N:13]([CH:14]([CH3:15])[CH3:16])[N:12]=[C:11]([CH3:17])[CH:10]=2)=[N:6][CH:7]=1. (4) The product is: [CH3:1][C:2]1[N:7]=[CH:6][C:5]([N:8]2[CH:12]=[C:11]([C:13]3[S:14][CH:15]=[CH:16][N:17]=3)[N:10]=[C:9]2[C:18]2[CH:19]=[CH:20][C:21]([NH:24][C:25]3[C:30]([NH2:31])=[CH:29][CH:28]=[CH:27][N:26]=3)=[CH:22][CH:23]=2)=[CH:4][CH:3]=1. Given the reactants [CH3:1][C:2]1[N:7]=[CH:6][C:5]([N:8]2[CH:12]=[C:11]([C:13]3[S:14][CH:15]=[CH:16][N:17]=3)[N:10]=[C:9]2[C:18]2[CH:23]=[CH:22][C:21]([NH:24][C:25]3[C:30]([N+:31]([O-])=O)=[CH:29][CH:28]=[CH:27][N:26]=3)=[CH:20][CH:19]=2)=[CH:4][CH:3]=1.[H][H], predict the reaction product. (5) Given the reactants [Cl:1][C:2]1[C:38]([C:39]([F:42])([F:41])[F:40])=[CH:37][CH:36]=[CH:35][C:3]=1[CH2:4][N:5]([CH2:21][CH:22]([C:29]1[CH:34]=[CH:33][CH:32]=[CH:31][CH:30]=1)[C:23]1[CH:28]=[CH:27][CH:26]=[CH:25][CH:24]=1)[CH2:6][CH2:7][CH2:8][O:9][C:10]1[CH:11]=[C:12]([CH2:16][C:17]([NH:19][CH3:20])=O)[CH:13]=[CH:14][CH:15]=1.Cl, predict the reaction product. The product is: [ClH:1].[Cl:1][C:2]1[C:38]([C:39]([F:40])([F:41])[F:42])=[CH:37][CH:36]=[CH:35][C:3]=1[CH2:4][N:5]([CH2:21][CH:22]([C:23]1[CH:28]=[CH:27][CH:26]=[CH:25][CH:24]=1)[C:29]1[CH:30]=[CH:31][CH:32]=[CH:33][CH:34]=1)[CH2:6][CH2:7][CH2:8][O:9][C:10]1[CH:15]=[CH:14][CH:13]=[C:12]([CH2:16][CH2:17][NH:19][CH3:20])[CH:11]=1. (6) The product is: [C:15]12([NH:25][C:12]([C:8]3[CH:7]=[C:6]4[C:11](=[CH:10][CH:9]=3)[N:2]=[CH:3][CH:4]=[CH:5]4)=[O:13])[CH2:22][CH:21]3[CH2:20][CH:19]([CH2:18][CH:17]([CH2:23]3)[CH2:16]1)[CH2:24]2. Given the reactants Cl.[N:2]1[C:11]2[C:6](=[CH:7][C:8]([C:12](Cl)=[O:13])=[CH:9][CH:10]=2)[CH:5]=[CH:4][CH:3]=1.[C:15]12([NH2:25])[CH2:24][CH:19]3[CH2:20][CH:21]([CH2:23][CH:17]([CH2:18]3)[CH2:16]1)[CH2:22]2.N1C=CC=CC=1, predict the reaction product. (7) The product is: [NH2:1][C:2]1[N:7]=[C:6]([O:8][CH2:9][CH2:10][NH2:11])[C:5]([C:22]2[CH:27]=[CH:26][C:25](=[O:28])[N:24]([CH:29]([CH3:31])[CH3:30])[N:23]=2)=[C:4]([C:32]2[CH:33]=[CH:34][CH:35]=[CH:36][CH:37]=2)[N:3]=1. Given the reactants [NH2:1][C:2]1[N:7]=[C:6]([O:8][CH2:9][CH2:10][N:11]2C(=O)C3C(=CC=CC=3)C2=O)[C:5]([C:22]2[CH:27]=[CH:26][C:25](=[O:28])[N:24]([CH:29]([CH3:31])[CH3:30])[N:23]=2)=[C:4]([C:32]2[CH:37]=[CH:36][CH:35]=[CH:34][CH:33]=2)[N:3]=1.O.NN, predict the reaction product. (8) Given the reactants [NH2:1][C:2]([C:4]1[CH:5]=[N:6][C:7]2[C:12]([C:13]=1[NH:14][C:15]1[CH:16]=[C:17]([CH:23]=[CH:24][CH:25]=1)[C:18]([O:20]CC)=[O:19])=[CH:11][CH:10]=[C:9]([C:26]1[N:30]([CH3:31])[C:29]([CH3:32])=[N:28][CH:27]=1)[CH:8]=2)=[O:3].[OH-].[Na+], predict the reaction product. The product is: [NH2:1][C:2]([C:4]1[CH:5]=[N:6][C:7]2[C:12]([C:13]=1[NH:14][C:15]1[CH:16]=[C:17]([CH:23]=[CH:24][CH:25]=1)[C:18]([OH:20])=[O:19])=[CH:11][CH:10]=[C:9]([C:26]1[N:30]([CH3:31])[C:29]([CH3:32])=[N:28][CH:27]=1)[CH:8]=2)=[O:3]. (9) Given the reactants [CH2:1]([O:8][CH2:9][CH2:10][O:11][C:12]1[CH:21]=[CH:20][C:15]([C:16]([O:18]C)=[O:17])=[C:14]([Cl:22])[CH:13]=1)[C:2]1[CH:7]=[CH:6][CH:5]=[CH:4][CH:3]=1.[OH-].[Na+].Cl, predict the reaction product. The product is: [CH2:1]([O:8][CH2:9][CH2:10][O:11][C:12]1[CH:21]=[CH:20][C:15]([C:16]([OH:18])=[O:17])=[C:14]([Cl:22])[CH:13]=1)[C:2]1[CH:3]=[CH:4][CH:5]=[CH:6][CH:7]=1.